This data is from NCI-60 drug combinations with 297,098 pairs across 59 cell lines. The task is: Regression. Given two drug SMILES strings and cell line genomic features, predict the synergy score measuring deviation from expected non-interaction effect. Drug 2: CC1=CC=C(C=C1)C2=CC(=NN2C3=CC=C(C=C3)S(=O)(=O)N)C(F)(F)F. Synergy scores: CSS=29.1, Synergy_ZIP=-3.88, Synergy_Bliss=-3.69, Synergy_Loewe=-30.2, Synergy_HSA=-2.94. Cell line: HCC-2998. Drug 1: C1=CC(=C2C(=C1NCCNCCO)C(=O)C3=C(C=CC(=C3C2=O)O)O)NCCNCCO.